Dataset: Full USPTO retrosynthesis dataset with 1.9M reactions from patents (1976-2016). Task: Predict the reactants needed to synthesize the given product. (1) Given the product [C:42](/[C:44](=[CH:40]\[C:38]1[CH:37]=[CH:36][CH:35]=[C:34]([F:33])[N:39]=1)/[C:45]([NH:47][CH:48]([C:52]1[CH:57]=[CH:56][C:55]([O:58][CH2:59][CH2:60][N:61]2[CH2:62][CH2:63][O:64][CH2:65][CH2:66]2)=[CH:54][CH:53]=1)[CH2:49][CH2:50][CH3:51])=[O:46])#[N:43], predict the reactants needed to synthesize it. The reactants are: BrC1N=C(/C=C(\C#N)/C(NC(C2C=CC(OCCN(CC)CC)=CC=2)CCC)=O)C=CC=1.[F:33][C:34]1[N:39]=[C:38]([CH:40]=O)[CH:37]=[CH:36][CH:35]=1.[C:42]([CH2:44][C:45]([NH:47][CH:48]([C:52]1[CH:57]=[CH:56][C:55]([O:58][CH2:59][CH2:60][N:61]2[CH2:66][CH2:65][O:64][CH2:63][CH2:62]2)=[CH:54][CH:53]=1)[CH2:49][CH2:50][CH3:51])=[O:46])#[N:43]. (2) Given the product [OH:23][C@@H:19]([CH:2]([CH3:3])[CH3:1])[C@H:20]([CH3:22])[CH:21]=[O:10], predict the reactants needed to synthesize it. The reactants are: [CH:1](=O)[CH2:2][CH3:3].C(=[O:10])CC(C)C.N1CCC[C@H]1C(O)=O.[CH:19](=[O:23])[CH:20]([CH3:22])[CH3:21]. (3) Given the product [O:1]([C:2]1[CH:17]=[CH:16][CH:15]=[CH:14][C:3]=1[CH2:4][C:5]1[CH:13]=[CH:12][C:8]([C:9](=[O:10])[NH2:11])=[CH:7][CH:6]=1)[C@@H:22]1[O:39][C@H:38]([CH2:40][OH:41])[C@@H:33]([OH:34])[C@H:28]([OH:29])[C@H:23]1[OH:24], predict the reactants needed to synthesize it. The reactants are: [OH:1][C:2]1[CH:17]=[CH:16][CH:15]=[CH:14][C:3]=1[CH2:4][C:5]1[CH:13]=[CH:12][C:8]([C:9]([NH2:11])=[O:10])=[CH:7][CH:6]=1.C(O[C@@H:22]1[O:39][C@H:38]([CH2:40][O:41]C(=O)C)[C@@H:33]([O:34]C(=O)C)[C@H:28]([O:29]C(=O)C)[C@H:23]1[O:24]C(=O)C)(=O)C. (4) Given the product [C:1]1([S:7]([O:10][C:11]2[C:20]([Br:21])=[C:19]3[C:14]([CH:15]=[CH:16][C:17]([CH:22]([OH:23])[CH2:26][CH:25]=[CH2:24])=[N:18]3)=[CH:13][CH:12]=2)(=[O:9])=[O:8])[CH:2]=[CH:3][CH:4]=[CH:5][CH:6]=1, predict the reactants needed to synthesize it. The reactants are: [C:1]1([S:7]([O:10][C:11]2[C:20]([Br:21])=[C:19]3[C:14]([CH:15]=[CH:16][C:17]([CH:22]=[O:23])=[N:18]3)=[CH:13][CH:12]=2)(=[O:9])=[O:8])[CH:6]=[CH:5][CH:4]=[CH:3][CH:2]=1.[CH2:24](Br)[CH:25]=[CH2:26]. (5) Given the product [C:1]([O:5][C:6]([N:8]1[CH2:9][CH2:10][CH:11]([CH2:14][C:15]([NH:27][CH2:26][C:25]2[CH:28]=[CH:29][C:30]([F:31])=[C:23]([F:22])[CH:24]=2)=[O:17])[CH2:12][CH2:13]1)=[O:7])([CH3:2])([CH3:3])[CH3:4], predict the reactants needed to synthesize it. The reactants are: [C:1]([O:5][C:6]([N:8]1[CH2:13][CH2:12][CH:11]([CH2:14][C:15]([OH:17])=O)[CH2:10][CH2:9]1)=[O:7])([CH3:4])([CH3:3])[CH3:2].C(Cl)CCl.[F:22][C:23]1[CH:24]=[C:25]([CH:28]=[CH:29][C:30]=1[F:31])[CH2:26][NH2:27].C([O-])([O-])=O.[Na+].[Na+].